From a dataset of Catalyst prediction with 721,799 reactions and 888 catalyst types from USPTO. Predict which catalyst facilitates the given reaction. (1) Reactant: C([CH:3](CC)[C:4]([CH3:9])([CH3:8])[C:5](=[NH:7])[NH2:6])C.[CH2:12]([O:14][CH:15]=[C:16]([C:20]([O-])=O)[C:17]([O-])=[O:18])[CH3:13].[O-:23]CC.[Na+].C(O)C. Product: [C:4]([C:5]1[NH:6][C:17](=[O:18])[C:16]([C:15]([O:14][CH2:12][CH3:13])=[O:23])=[CH:20][N:7]=1)([CH3:3])([CH3:8])[CH3:9]. The catalyst class is: 8. (2) Reactant: [F:1][C:2]1[CH:21]=[C:20]([N+:22]([O-:24])=[O:23])[CH:19]=[CH:18][C:3]=1[CH2:4][N:5]1[C:9]([C:10]([F:13])([F:12])[F:11])=[N:8][C:7]([C:14]([F:17])([F:16])[F:15])=[N:6]1.[CH3:25][Mg]Cl.ClC1C(=O)C(C#N)=C(C#N)C(=O)C=1Cl. The catalyst class is: 1. Product: [F:1][C:2]1[C:21]([CH3:25])=[C:20]([N+:22]([O-:24])=[O:23])[CH:19]=[CH:18][C:3]=1[CH2:4][N:5]1[C:9]([C:10]([F:13])([F:12])[F:11])=[N:8][C:7]([C:14]([F:15])([F:16])[F:17])=[N:6]1.